From a dataset of NCI-60 drug combinations with 297,098 pairs across 59 cell lines. Regression. Given two drug SMILES strings and cell line genomic features, predict the synergy score measuring deviation from expected non-interaction effect. (1) Drug 1: C1=CN(C(=O)N=C1N)C2C(C(C(O2)CO)O)O.Cl. Drug 2: C1=CC=C(C(=C1)C(C2=CC=C(C=C2)Cl)C(Cl)Cl)Cl. Cell line: NCI-H322M. Synergy scores: CSS=4.85, Synergy_ZIP=0.660, Synergy_Bliss=1.97, Synergy_Loewe=-3.38, Synergy_HSA=-2.53. (2) Cell line: CCRF-CEM. Drug 2: C1=NC2=C(N1)C(=S)N=C(N2)N. Synergy scores: CSS=51.8, Synergy_ZIP=3.02, Synergy_Bliss=1.21, Synergy_Loewe=-1.27, Synergy_HSA=3.21. Drug 1: C1CC(=O)NC(=O)C1N2CC3=C(C2=O)C=CC=C3N. (3) Drug 1: CNC(=O)C1=CC=CC=C1SC2=CC3=C(C=C2)C(=NN3)C=CC4=CC=CC=N4. Drug 2: C1=CC(=CC=C1C#N)C(C2=CC=C(C=C2)C#N)N3C=NC=N3. Cell line: KM12. Synergy scores: CSS=8.49, Synergy_ZIP=-5.36, Synergy_Bliss=-7.55, Synergy_Loewe=-7.29, Synergy_HSA=-5.68. (4) Drug 1: C1CN(P(=O)(OC1)NCCCl)CCCl. Drug 2: N.N.Cl[Pt+2]Cl. Cell line: HS 578T. Synergy scores: CSS=8.67, Synergy_ZIP=-2.97, Synergy_Bliss=3.66, Synergy_Loewe=-5.32, Synergy_HSA=1.66.